From a dataset of NCI-60 drug combinations with 297,098 pairs across 59 cell lines. Regression. Given two drug SMILES strings and cell line genomic features, predict the synergy score measuring deviation from expected non-interaction effect. Drug 1: CC1OCC2C(O1)C(C(C(O2)OC3C4COC(=O)C4C(C5=CC6=C(C=C35)OCO6)C7=CC(=C(C(=C7)OC)O)OC)O)O. Drug 2: CC1C(C(CC(O1)OC2CC(CC3=C2C(=C4C(=C3O)C(=O)C5=C(C4=O)C(=CC=C5)OC)O)(C(=O)CO)O)N)O.Cl. Cell line: K-562. Synergy scores: CSS=48.1, Synergy_ZIP=-4.31, Synergy_Bliss=-5.69, Synergy_Loewe=-1.32, Synergy_HSA=1.18.